From a dataset of Reaction yield outcomes from USPTO patents with 853,638 reactions. Predict the reaction yield, written as a fraction of the theoretical maximum amount of product (1.0 means a 100% yield; for example, 0.34 means a 34% yield). (1) The reactants are [NH2:1][C:2]1[C:3]([CH3:13])=[C:4]([CH:9]=[C:10]([Br:12])[CH:11]=1)[C:5]([O:7][CH3:8])=[O:6].O=[C:15]1[CH2:20][CH2:19][CH:18]([NH:21][C:22](=[O:28])[O:23][C:24]([CH3:27])([CH3:26])[CH3:25])[CH2:17][CH2:16]1.C(O)(=O)C.C([BH3-])#N.[Na+]. The catalyst is CO. The product is [Br:12][C:10]1[CH:11]=[C:2]([NH:1][CH:15]2[CH2:16][CH2:17][CH:18]([NH:21][C:22]([O:23][C:24]([CH3:27])([CH3:26])[CH3:25])=[O:28])[CH2:19][CH2:20]2)[C:3]([CH3:13])=[C:4]([CH:9]=1)[C:5]([O:7][CH3:8])=[O:6]. The yield is 0.440. (2) The catalyst is [OH-].[Na+]. The yield is 0.990. The product is [OH:4][C:5]1[CH:6]=[C:7]([CH:8]=[CH:9][CH:10]=1)[C:11]([NH:13][C:14]1[CH:19]=[CH:18][CH:17]=[C:16]([C:20]([F:21])([F:22])[F:23])[CH:15]=1)=[O:12]. The reactants are C([O:4][C:5]1[CH:10]=[CH:9][CH:8]=[C:7]([C:11]([NH:13][C:14]2[CH:19]=[CH:18][CH:17]=[C:16]([C:20]([F:23])([F:22])[F:21])[CH:15]=2)=[O:12])[CH:6]=1)(=O)C. (3) The reactants are [CH2:1]([O:8][C:9]([NH:11][C@@H:12]1[CH2:15][C@H:14]([C:16](O)=[O:17])[C:13]1([CH3:20])[CH3:19])=[O:10])[C:2]1[CH:7]=[CH:6][CH:5]=[CH:4][CH:3]=1.[Cl-].[NH4+].F[P-](F)(F)(F)(F)F.[N:30]1(OC(N(C)C)=[N+](C)C)C2N=CC=CC=2N=N1. The catalyst is CN(C=O)C. The product is [CH2:1]([O:8][C:9](=[O:10])[NH:11][C@@H:12]1[CH2:15][C@H:14]([C:16](=[O:17])[NH2:30])[C:13]1([CH3:20])[CH3:19])[C:2]1[CH:7]=[CH:6][CH:5]=[CH:4][CH:3]=1. The yield is 0.660. (4) The reactants are C([NH:8][C@H:9]1[CH2:14][CH2:13][C@@H:12]([C:15]2[CH:20]=[CH:19][C:18]([O:21][Si:22]([C:25]([CH3:28])([CH3:27])[CH3:26])([CH3:24])[CH3:23])=[CH:17][C:16]=2[O:29][Si:30]([C:33]([CH3:36])([CH3:35])[CH3:34])([CH3:32])[CH3:31])[CH2:11][CH2:10]1)C1C=CC=CC=1. The catalyst is C(O)C.[Pd]. The product is [Si:30]([O:29][C:16]1[CH:17]=[C:18]([O:21][Si:22]([C:25]([CH3:26])([CH3:27])[CH3:28])([CH3:24])[CH3:23])[CH:19]=[CH:20][C:15]=1[C@@H:12]1[CH2:11][CH2:10][C@H:9]([NH2:8])[CH2:14][CH2:13]1)([C:33]([CH3:34])([CH3:35])[CH3:36])([CH3:32])[CH3:31]. The yield is 0.970. (5) The reactants are Br[CH2:2][CH2:3][CH2:4][CH2:5][CH2:6][C:7]([O:9][CH2:10][CH3:11])=[O:8].[Na+].[I-:13]. The catalyst is CC(C)=O. The product is [I:13][CH2:2][CH2:3][CH2:4][CH2:5][CH2:6][C:7]([O:9][CH2:10][CH3:11])=[O:8]. The yield is 1.00.